This data is from Catalyst prediction with 721,799 reactions and 888 catalyst types from USPTO. The task is: Predict which catalyst facilitates the given reaction. Reactant: [CH3:1][C@H:2]1[CH2:7][N:6]([C:8]2[CH:13]=[CH:12][C:11]([O:14][C:15]([F:18])([F:17])[F:16])=[CH:10][CH:9]=2)[CH2:5][C@@H:4]([CH3:19])[N:3]1[S:20]([C:23]1[CH:31]=[CH:30][CH:29]=[C:28]2[C:24]=1[CH2:25][C@@H:26]([C:32]([OH:34])=[O:33])[CH2:27]2)(=[O:22])=[O:21].[C:35]1([CH3:45])[CH:40]=[CH:39][C:38]([S:41]([OH:44])(=[O:43])=[O:42])=[CH:37][CH:36]=1. Product: [S:41]([C:38]1[CH:39]=[CH:40][C:35]([CH3:45])=[CH:36][CH:37]=1)([OH:44])(=[O:43])=[O:42].[CH3:1][C@H:2]1[CH2:7][N:6]([C:8]2[CH:9]=[CH:10][C:11]([O:14][C:15]([F:17])([F:16])[F:18])=[CH:12][CH:13]=2)[CH2:5][C@@H:4]([CH3:19])[N:3]1[S:20]([C:23]1[CH:31]=[CH:30][CH:29]=[C:28]2[C:24]=1[CH2:25][C@@H:26]([C:32]([OH:34])=[O:33])[CH2:27]2)(=[O:21])=[O:22]. The catalyst class is: 7.